This data is from Full USPTO retrosynthesis dataset with 1.9M reactions from patents (1976-2016). The task is: Predict the reactants needed to synthesize the given product. (1) Given the product [Cl:39][CH2:38][CH2:37][N:23]1[C:22](=[O:24])[O:21][N:20]=[C:19]1[C:9]1[C:8]2[CH:25]=[C:4]([CH:1]3[CH2:3][CH2:2]3)[C:5]([N:26]([CH2:31][CH2:32][CH:33]([CH3:35])[CH3:34])[S:27]([CH3:30])(=[O:28])=[O:29])=[CH:6][C:7]=2[O:11][C:10]=1[C:12]1[CH:17]=[CH:16][C:15]([F:18])=[CH:14][CH:13]=1, predict the reactants needed to synthesize it. The reactants are: [CH:1]1([C:4]2[C:5]([N:26]([CH2:31][CH2:32][CH:33]([CH3:35])[CH3:34])[S:27]([CH3:30])(=[O:29])=[O:28])=[CH:6][C:7]3[O:11][C:10]([C:12]4[CH:17]=[CH:16][C:15]([F:18])=[CH:14][CH:13]=4)=[C:9]([C:19]4[NH:23][C:22](=[O:24])[O:21][N:20]=4)[C:8]=3[CH:25]=2)[CH2:3][CH2:2]1.Br[CH2:37][CH2:38][Cl:39].N12CCCN=C1CCCCC2. (2) The reactants are: [C:1]1([CH2:7][C:8](Cl)=[O:9])[CH:6]=[CH:5][CH:4]=[CH:3][CH:2]=1.[CH3:11][NH:12][C@H:13]1[CH2:32][N:17]2[C:18]3[C:23]([C:24]([CH2:25][C:26]([O:28]CCC)=[O:27])=[C:16]2[CH2:15][CH2:14]1)=[CH:22][CH:21]=[CH:20][CH:19]=3. Given the product [CH3:11][N:12]([C:8](=[O:9])[CH2:7][C:1]1[CH:6]=[CH:5][CH:4]=[CH:3][CH:2]=1)[C@H:13]1[CH2:32][N:17]2[C:18]3[C:23]([C:24]([CH2:25][C:26]([OH:28])=[O:27])=[C:16]2[CH2:15][CH2:14]1)=[CH:22][CH:21]=[CH:20][CH:19]=3, predict the reactants needed to synthesize it.